This data is from Full USPTO retrosynthesis dataset with 1.9M reactions from patents (1976-2016). The task is: Predict the reactants needed to synthesize the given product. (1) Given the product [F:29][C:26]1[CH:25]=[CH:24][C:23]([C:7]2[S:6][C:5]([C:3]([OH:4])=[O:2])=[C:9]([N:10]([CH:20]([CH3:22])[CH3:21])[C:11]([CH:13]3[CH2:18][CH2:17][C:16]([CH3:19])=[CH:15][CH2:14]3)=[O:12])[CH:8]=2)=[CH:28][CH:27]=1, predict the reactants needed to synthesize it. The reactants are: C[O:2][C:3]([C:5]1[S:6][C:7]([C:23]2[CH:28]=[CH:27][C:26]([F:29])=[CH:25][CH:24]=2)=[CH:8][C:9]=1[N:10]([CH:20]([CH3:22])[CH3:21])[C:11]([CH:13]1[CH2:18][CH2:17][C:16]([CH3:19])=[CH:15][CH2:14]1)=[O:12])=[O:4].O[Li].O. (2) Given the product [Cl:39][C:34]1[CH:35]=[CH:36][CH:37]=[CH:38][C:33]=1[C:29]1[CH:30]=[CH:31][CH:32]=[C:27]([NH:26][C:25]([C@@H:24]2[CH2:23][C@@H:22]3[C@@H:20]([CH2:21]3)[N:19]2[C:17](=[O:18])[CH2:16][N:6]2[C:7]3[C:12](=[CH:11][C:10]([NH:42][C:43]([N:48]4[CH2:49][CH2:50][CH2:51][C:46]([F:52])([F:45])[CH2:47]4)=[O:44])=[CH:9][CH:8]=3)[C:4]([C:1]([NH2:2])=[O:3])=[N:5]2)=[O:41])[C:28]=1[F:40], predict the reactants needed to synthesize it. The reactants are: [C:1]([C:4]1[C:12]2[C:7](=[CH:8][CH:9]=[C:10](C(O)=O)[CH:11]=2)[N:6]([CH2:16][C:17]([N:19]2[C@H:24]([C:25](=[O:41])[NH:26][C:27]3[C:28]([F:40])=[C:29]([C:33]4[CH:38]=[CH:37][CH:36]=[CH:35][C:34]=4[Cl:39])[CH:30]=[CH:31][CH:32]=3)[CH2:23][C@@H:22]3[C@H:20]2[CH2:21]3)=[O:18])[N:5]=1)(=[O:3])[NH2:2].[N-:42]=[C:43]=[O:44].[F:45][C:46]1([F:52])[CH2:51][CH2:50][CH2:49][NH:48][CH2:47]1. (3) Given the product [CH3:14][S:15]([NH:2][CH2:3][C:4]1[CH:13]=[CH:12][C:7]([C:8]([OH:10])=[O:9])=[CH:6][CH:5]=1)(=[O:17])=[O:16], predict the reactants needed to synthesize it. The reactants are: Cl.[NH2:2][CH2:3][C:4]1[CH:13]=[CH:12][C:7]([C:8]([O:10]C)=[O:9])=[CH:6][CH:5]=1.[CH3:14][S:15](Cl)(=[O:17])=[O:16].C(N(C(C)C)CC)(C)C.[OH-].[Na+]. (4) The reactants are: [CH3:1][O:2][C:3]1[CH:4]=[C:5]([CH:9]=[CH:10][CH:11]=1)[C:6](Cl)=[O:7].[C:12]([NH2:21])([C:15]1[CH:20]=[CH:19][CH:18]=[CH:17][CH:16]=1)([CH3:14])[CH3:13].C(N(CC)CC)C. Given the product [CH3:1][O:2][C:3]1[CH:4]=[C:5]([CH:9]=[CH:10][CH:11]=1)[C:6]([NH:21][C:12]([CH3:14])([C:15]1[CH:20]=[CH:19][CH:18]=[CH:17][CH:16]=1)[CH3:13])=[O:7], predict the reactants needed to synthesize it. (5) Given the product [F:1][C:2]1[CH:3]=[C:4]([N:5]=[C:15]=[O:16])[CH:6]=[CH:7][C:8]=1[N:9]1[CH2:14][CH2:13][O:12][CH2:11][CH2:10]1, predict the reactants needed to synthesize it. The reactants are: [F:1][C:2]1[CH:3]=[C:4]([CH:6]=[CH:7][C:8]=1[N:9]1[CH2:14][CH2:13][O:12][CH2:11][CH2:10]1)[NH2:5].[C:15](Cl)(Cl)=[O:16].